Dataset: Forward reaction prediction with 1.9M reactions from USPTO patents (1976-2016). Task: Predict the product of the given reaction. (1) Given the reactants C([N:3]([CH2:6]C)CC)C.C1(P(N=[N+]=[N-])(C2C=CC=CC=2)=[O:15])C=CC=CC=1.[Cl:25][C:26]1[CH:31]=[CH:30][C:29]([CH2:32][CH2:33][CH2:34][CH:35]([CH2:39][C:40]([O:42][C:43]([CH3:46])([CH3:45])[CH3:44])=[O:41])C(O)=O)=[CH:28][CH:27]=1.[CH2:47]([OH:54])[C:48]1[CH:53]=[CH:52][CH:51]=[CH:50][CH:49]=1, predict the reaction product. The product is: [Cl:25][C:26]1[CH:27]=[CH:28][C:29]([CH2:32][CH2:33][CH2:34][C@H:35]([NH:3][C:6]([O:54][CH2:47][C:48]2[CH:53]=[CH:52][CH:51]=[CH:50][CH:49]=2)=[O:15])[CH2:39][C:40]([O:42][C:43]([CH3:44])([CH3:45])[CH3:46])=[O:41])=[CH:30][CH:31]=1. (2) The product is: [CH2:1]([O:3][C:4]([C:5]1[C:19]([CH2:20][CH3:21])=[N:26][N:8]([C:9]2[C:14]([CH3:15])=[CH:13][C:12]([CH3:16])=[CH:11][C:10]=2[CH3:17])[C:6]=1[CH3:7])=[O:18])[CH3:2]. Given the reactants [CH2:1]([O:3][C:4](=[O:18])/[CH:5]=[C:6](\[NH:8][C:9]1[C:14]([CH3:15])=[CH:13][C:12]([CH3:16])=[CH:11][C:10]=1[CH3:17])/[CH3:7])[CH3:2].[C:19](#[N:26])[C:20]1C=CC=C[CH:21]=1, predict the reaction product. (3) Given the reactants [NH2:1][C:2]1[CH:3]=[C:4]([CH:21]=[CH:22][CH:23]=1)[O:5][C:6]1[CH:7]=[CH:8][C:9]2[N:10]([CH:12]=[C:13]([NH:15][C:16]([CH:18]3[CH2:20][CH2:19]3)=[O:17])[N:14]=2)[CH:11]=1.[N:24]([CH:27]([CH3:29])[CH3:28])=[C:25]=[O:26].N1C=CC=CC=1, predict the reaction product. The product is: [CH:27]([NH:24][C:25]([NH:1][C:2]1[CH:3]=[C:4]([CH:21]=[CH:22][CH:23]=1)[O:5][C:6]1[CH:7]=[CH:8][C:9]2[N:10]([CH:12]=[C:13]([NH:15][C:16]([CH:18]3[CH2:20][CH2:19]3)=[O:17])[N:14]=2)[CH:11]=1)=[O:26])([CH3:29])[CH3:28]. (4) Given the reactants [CH3:1][O:2][C:3]1[CH:4]=[C:5]([CH:9]=[C:10]([O:12][CH3:13])[CH:11]=1)[C:6](Cl)=[O:7].COC1C=C(C([C:28]2[CH:33]=[CH:32][C:31]([O:34][CH3:35])=[C:30]([O:36][CH3:37])[C:29]=2[O:38]C)=CC#N)C=C(OC)C=1.COC1C=CC=C(OC)C=1OC.[Cl-].[Al+3].[Cl-].[Cl-].COC1C=CC(OC)=CC=1C(C1C=C(OC)C=C(OC)C=1)=O, predict the reaction product. The product is: [CH3:1][O:2][C:3]1[CH:4]=[C:5]([C:6]([C:28]2[CH:33]=[CH:32][C:31]([O:34][CH3:35])=[C:30]([O:36][CH3:37])[C:29]=2[OH:38])=[O:7])[CH:9]=[C:10]([O:12][CH3:13])[CH:11]=1. (5) Given the reactants [F:1][C:2]1[CH:7]=[CH:6][C:5]([CH:8]([C:10]2[CH:15]=[N:14][C:13]([CH3:16])=[C:12]3[O:17][C:18]([CH3:22])([CH3:21])[O:19][CH2:20][C:11]=23)[OH:9])=[CH:4][CH:3]=1.C(Cl)(Cl)[Cl:24], predict the reaction product. The product is: [Cl:24][C:3]1[CH:4]=[C:5]([C:8]([C:10]2[CH:15]=[N:14][C:13]([CH3:16])=[C:12]3[O:17][C:18]([CH3:22])([CH3:21])[O:19][CH2:20][C:11]=23)=[O:9])[CH:6]=[CH:7][C:2]=1[F:1]. (6) The product is: [C:39]([N:1]1[CH2:4][CH:3]([C:5]2[NH:6][C:7]([C:11]3[CH:12]=[C:13]([CH:28]=[CH:29][C:30]=3[CH3:31])[C:14]([N:16]3[CH2:17][CH:18]([C:20]4[CH:27]=[CH:26][C:23]([C:24]#[N:25])=[CH:22][CH:21]=4)[CH2:19]3)=[O:15])=[C:8]([CH3:10])[N:9]=2)[CH2:2]1)(=[O:41])[CH3:40]. Given the reactants [NH:1]1[CH2:4][CH:3]([C:5]2[NH:6][C:7]([C:11]3[CH:12]=[C:13]([CH:28]=[CH:29][C:30]=3[CH3:31])[C:14]([N:16]3[CH2:19][CH:18]([C:20]4[CH:27]=[CH:26][C:23]([C:24]#[N:25])=[CH:22][CH:21]=4)[CH2:17]3)=[O:15])=[C:8]([CH3:10])[N:9]=2)[CH2:2]1.C(N(CC)CC)C.[C:39](OC(=O)C)(=[O:41])[CH3:40].O, predict the reaction product.